This data is from Peptide-MHC class II binding affinity with 134,281 pairs from IEDB. The task is: Regression. Given a peptide amino acid sequence and an MHC pseudo amino acid sequence, predict their binding affinity value. This is MHC class II binding data. (1) The peptide sequence is AVTFVNAPALAAERG. The MHC is DRB1_1101 with pseudo-sequence DRB1_1101. The binding affinity (normalized) is 0.356. (2) The peptide sequence is LFGKKNLIPSSASPW. The MHC is DRB4_0103 with pseudo-sequence DRB4_0103. The binding affinity (normalized) is 0.417. (3) The peptide sequence is DVKFPGGGQIVGGVY. The MHC is HLA-DPA10201-DPB10501 with pseudo-sequence HLA-DPA10201-DPB10501. The binding affinity (normalized) is 0. (4) The peptide sequence is FARIETAFANLYPGE. The MHC is DRB1_1501 with pseudo-sequence DRB1_1501. The binding affinity (normalized) is 0.696. (5) The peptide sequence is SINYRTEIDKPSQ. The MHC is DRB1_0401 with pseudo-sequence DRB1_0401. The binding affinity (normalized) is 0.445. (6) The peptide sequence is AAFSRMLSLFFRQHI. The MHC is DRB3_0202 with pseudo-sequence DRB3_0202. The binding affinity (normalized) is 0.314. (7) The peptide sequence is ALSRVHSMFLGTGGS. The MHC is DRB3_0101 with pseudo-sequence DRB3_0101. The binding affinity (normalized) is 0.182.